Predict the product of the given reaction. From a dataset of Forward reaction prediction with 1.9M reactions from USPTO patents (1976-2016). (1) The product is: [NH2:1][C:4]1[CH:13]=[CH:12][CH:11]=[C:10]2[C:5]=1[CH:6]=[C:7]([C:14]([O:16][CH3:17])=[O:15])[N:8]=[CH:9]2. Given the reactants [N+:1]([C:4]1[CH:13]=[CH:12][CH:11]=[C:10]2[C:5]=1[CH:6]=[C:7]([C:14]([O:16][CH3:17])=[O:15])[N:8]=[CH:9]2)([O-])=O.CO.C(Cl)Cl, predict the reaction product. (2) Given the reactants COC1C=CC(C[N:8]2[CH:12]=[C:11]([C:13]3[N:14]=[C:15]([NH:21][C:22]4[N:27]=[C:26]([CH3:28])[CH:25]=[CH:24][N:23]=4)[S:16][C:17]=3[C:18](=[O:20])[CH3:19])[CH:10]=[N:9]2)=CC=1.FC(F)(F)S(O)(=O)=O.C([O-])([O-])=O.[Na+].[Na+], predict the reaction product. The product is: [CH3:28][C:26]1[CH:25]=[CH:24][N:23]=[C:22]([NH:21][C:15]2[S:16][C:17]([C:18](=[O:20])[CH3:19])=[C:13]([C:11]3[CH:12]=[N:8][NH:9][CH:10]=3)[N:14]=2)[N:27]=1.